This data is from Aqueous solubility values for 9,982 compounds from the AqSolDB database. The task is: Regression/Classification. Given a drug SMILES string, predict its absorption, distribution, metabolism, or excretion properties. Task type varies by dataset: regression for continuous measurements (e.g., permeability, clearance, half-life) or binary classification for categorical outcomes (e.g., BBB penetration, CYP inhibition). For this dataset (solubility_aqsoldb), we predict Y. The molecule is COP(=S)(Oc1cc(Cl)c(Br)cc1Cl)c1ccccc1. The Y is -7.14 log mol/L.